From a dataset of Forward reaction prediction with 1.9M reactions from USPTO patents (1976-2016). Predict the product of the given reaction. (1) Given the reactants [CH3:1][O:2][C:3]1[CH:4]=[C:5]([NH:9][C:10](=[O:15])[C:11]([CH3:14])([CH3:13])[CH3:12])[CH:6]=[CH:7][CH:8]=1.[Li]CCCC.[Mg+2].[Br-].[Br-].CCOCC.[Cl:29][C:30]1[CH:35]=[CH:34][C:33]([S:36]([NH:39][C:40]2[C:41]([CH:47]=[O:48])=[N:42][CH:43]=[C:44]([Cl:46])[CH:45]=2)(=[O:38])=[O:37])=[CH:32][C:31]=1[C:49]([F:52])([F:51])[F:50], predict the reaction product. The product is: [Cl:46][C:44]1[CH:45]=[C:40]([NH:39][S:36]([C:33]2[CH:34]=[CH:35][C:30]([Cl:29])=[C:31]([C:49]([F:50])([F:52])[F:51])[CH:32]=2)(=[O:37])=[O:38])[C:41]([CH:47]([OH:48])[C:4]2[C:3]([O:2][CH3:1])=[CH:8][CH:7]=[CH:6][C:5]=2[NH:9][C:10](=[O:15])[C:11]([CH3:12])([CH3:14])[CH3:13])=[N:42][CH:43]=1. (2) Given the reactants [CH3:1][C:2]1[CH:7]=[C:6]([CH3:8])[N:5]2[N:9]=[C:10]([S:12][CH3:13])[N:11]=[C:4]2[N:3]=1.OO.S([O-])([O-])=[O:17].[Na+].[Na+].[OH2:22], predict the reaction product. The product is: [CH3:13][S:12]([C:10]1[N:11]=[C:4]2[N:3]=[C:2]([CH3:1])[CH:7]=[C:6]([CH3:8])[N:5]2[N:9]=1)(=[O:17])=[O:22]. (3) Given the reactants FC(F)(F)C(O)=O.[Cl:8][C:9]1[C:10]([F:37])=[C:11]([CH:15]2[C:19]([C:22]3[CH:27]=[CH:26][C:25]([Cl:28])=[CH:24][N:23]=3)([C:20]#[N:21])[CH:18]([CH2:29][C:30]([CH3:33])([CH3:32])[CH3:31])[NH:17][CH:16]2[C:34]([OH:36])=O)[CH:12]=[CH:13][CH:14]=1.[NH2:38][C:39]1[CH:48]=[CH:47][C:42]([C:43]([O:45][CH3:46])=[O:44])=[CH:41][CH:40]=1.CN(C(ON1N=NC2C=CC=NC1=2)=[N+](C)C)C.F[P-](F)(F)(F)(F)F.CCN(C(C)C)C(C)C, predict the reaction product. The product is: [CH3:46][O:45][C:43](=[O:44])[C:42]1[CH:47]=[CH:48][C:39]([NH:38][C:34]([C@H:16]2[C@H:15]([C:11]3[CH:12]=[CH:13][CH:14]=[C:9]([Cl:8])[C:10]=3[F:37])[C@:19]([C:22]3[CH:27]=[CH:26][C:25]([Cl:28])=[CH:24][N:23]=3)([C:20]#[N:21])[C@H:18]([CH2:29][C:30]([CH3:32])([CH3:31])[CH3:33])[NH:17]2)=[O:36])=[CH:40][CH:41]=1. (4) Given the reactants [CH3:1][O:2][C:3](=[O:12])[C:4]1[CH:9]=[C:8]([I:10])[CH:7]=[CH:6][C:5]=1[OH:11].C(=O)([O-])[O-].[K+].[K+].[C:19](Br)(=O)[C:20]#[CH:21], predict the reaction product. The product is: [CH3:1][O:2][C:3](=[O:12])[C:4]1[CH:9]=[C:8]([I:10])[CH:7]=[CH:6][C:5]=1[O:11][CH2:21][C:20]#[CH:19]. (5) Given the reactants C(C(CCCC)CO)C.[CH2:10]([NH:18][C:19](=[S:29])OCC(CC)CCCC)[CH2:11][CH2:12][CH2:13][CH2:14][CH2:15][CH2:16][CH3:17], predict the reaction product. The product is: [CH2:10]([NH2:18])[CH2:11][CH2:12][CH2:13][CH2:14][CH2:15][CH2:16][CH3:17].[CH2:10]([N:18]=[C:19]=[S:29])[CH2:11][CH2:12][CH2:13][CH2:14][CH2:15][CH2:16][CH3:17].